Predict the product of the given reaction. From a dataset of Forward reaction prediction with 1.9M reactions from USPTO patents (1976-2016). (1) Given the reactants [CH2:1]([O:4][C@@H:5]1[C@@H:9]([CH2:10][OH:11])[O:8][C@@H:7]([N:12]2[CH:19]=[C:18](I)[C:16](=[O:17])[NH:15][C:13]2=[O:14])[CH2:6]1)[CH:2]=[CH2:3].C(N(CC)CC)C.[CH2:28]([NH:31][C:32](=[O:37])[C:33]([F:36])([F:35])[F:34])[C:29]#[CH:30], predict the reaction product. The product is: [CH2:1]([O:4][C@@H:5]1[C@@H:9]([CH2:10][OH:11])[O:8][C@@H:7]([N:12]2[CH:19]=[C:18]([C:30]#[C:29][CH2:28][NH:31][C:32](=[O:37])[C:33]([F:36])([F:35])[F:34])[C:16](=[O:17])[NH:15][C:13]2=[O:14])[CH2:6]1)[CH:2]=[CH2:3]. (2) Given the reactants [CH3:1][C:2]1[N:7]=[C:6]([CH2:8][C:9]([C:11]2[CH:12]=[C:13]3[C:18](=[CH:19][CH:20]=2)[N:17]=[CH:16][CH:15]=[N:14]3)=[O:10])[CH:5]=[CH:4][CH:3]=1.[N:21]([O-])=[O:22].[Na+].O, predict the reaction product. The product is: [CH3:1][C:2]1[N:7]=[C:6]([C:8](=[N:21][OH:22])[C:9]([C:11]2[CH:12]=[C:13]3[C:18](=[CH:19][CH:20]=2)[N:17]=[CH:16][CH:15]=[N:14]3)=[O:10])[CH:5]=[CH:4][CH:3]=1. (3) Given the reactants C1(C)C=CC=CC=1.Cl[C:9]1[C:18]([CH:19]=[O:20])=[CH:17][C:16]2[C:11](=[CH:12][CH:13]=[CH:14][CH:15]=2)[N:10]=1.[CH:21]1([CH2:24][NH:25][CH2:26][CH2:27][CH3:28])[CH2:23][CH2:22]1.C(=O)([O-])[O-].[K+].[K+], predict the reaction product. The product is: [CH:21]1([CH2:24][N:25]([CH2:26][CH2:27][CH3:28])[C:9]2[C:18]([CH:19]=[O:20])=[CH:17][C:16]3[C:11](=[CH:12][CH:13]=[CH:14][CH:15]=3)[N:10]=2)[CH2:23][CH2:22]1. (4) Given the reactants [Cl:1][C:2]1[CH:3]=[N+:4]([O-:27])[CH:5]=[C:6]([Cl:26])[C:7]=1[CH2:8][C@@H:9]([C:11]1[CH:16]=[CH:15][C:14]([O:17][CH:18]([F:20])[F:19])=[C:13]([O:21][CH2:22][CH:23]2[CH2:25][CH2:24]2)[CH:12]=1)[OH:10].C(Cl)CCl.[CH3:32][N:33]([C@H:43]([CH3:47])[C:44](O)=[O:45])[S:34]([C:37]1[CH:42]=[CH:41][CH:40]=[CH:39][CH:38]=1)(=[O:36])=[O:35], predict the reaction product. The product is: [Cl:1][C:2]1[CH:3]=[N+:4]([O-:27])[CH:5]=[C:6]([Cl:26])[C:7]=1[CH2:8][C@@H:9]([C:11]1[CH:16]=[CH:15][C:14]([O:17][CH:18]([F:20])[F:19])=[C:13]([O:21][CH2:22][CH:23]2[CH2:25][CH2:24]2)[CH:12]=1)[O:10][C:44](=[O:45])[C@H:43]([N:33]([CH3:32])[S:34]([C:37]1[CH:42]=[CH:41][CH:40]=[CH:39][CH:38]=1)(=[O:36])=[O:35])[CH3:47]. (5) Given the reactants [C:1]([C:3]([C:6]1[CH:7]=[C:8]([CH:42]=[CH:43][CH:44]=1)[C:9]([NH:11][C:12]1[CH:17]=[CH:16][C:15]([CH3:18])=[C:14]([NH:19][C:20]([C:22]2[N:27]=[C:26]([N:28]3[CH2:33][CH2:32][N:31](C(OC(C)(C)C)=O)[CH2:30][CH2:29]3)[N:25]=[C:24]([CH3:41])[CH:23]=2)=[O:21])[CH:13]=1)=[O:10])([CH3:5])[CH3:4])#[N:2], predict the reaction product. The product is: [C:1]([C:3]([C:6]1[CH:7]=[C:8]([CH:42]=[CH:43][CH:44]=1)[C:9]([NH:11][C:12]1[CH:17]=[CH:16][C:15]([CH3:18])=[C:14]([NH:19][C:20]([C:22]2[CH:23]=[C:24]([CH3:41])[N:25]=[C:26]([N:28]3[CH2:33][CH2:32][NH:31][CH2:30][CH2:29]3)[N:27]=2)=[O:21])[CH:13]=1)=[O:10])([CH3:4])[CH3:5])#[N:2].